This data is from Full USPTO retrosynthesis dataset with 1.9M reactions from patents (1976-2016). The task is: Predict the reactants needed to synthesize the given product. The reactants are: [CH3:1][O:2][C:3]1[CH:4]=[CH:5][C:6]2[S:10][C:9]([CH3:11])=[N:8][C:7]=2[CH:12]=1.[CH3:13][C:14]1[CH:19]=[CH:18][C:17]([S:20]([O:23][CH2:24][CH2:25][F:26])(=[O:22])=[O:21])=[CH:16][CH:15]=1. Given the product [S:20]([C:17]1[CH:18]=[CH:19][C:14]([CH3:13])=[CH:15][CH:16]=1)([O-:23])(=[O:22])=[O:21].[F:26][CH2:25][CH2:24][N+:8]1[C:7]2[CH:12]=[C:3]([O:2][CH3:1])[CH:4]=[CH:5][C:6]=2[S:10][C:9]=1[CH3:11], predict the reactants needed to synthesize it.